From a dataset of NCI-60 drug combinations with 297,098 pairs across 59 cell lines. Regression. Given two drug SMILES strings and cell line genomic features, predict the synergy score measuring deviation from expected non-interaction effect. (1) Drug 1: CC1=C2C(C(=O)C3(C(CC4C(C3C(C(C2(C)C)(CC1OC(=O)C(C(C5=CC=CC=C5)NC(=O)C6=CC=CC=C6)O)O)OC(=O)C7=CC=CC=C7)(CO4)OC(=O)C)O)C)OC(=O)C. Drug 2: CN1C2=C(C=C(C=C2)N(CCCl)CCCl)N=C1CCCC(=O)O.Cl. Cell line: KM12. Synergy scores: CSS=32.4, Synergy_ZIP=14.9, Synergy_Bliss=21.2, Synergy_Loewe=8.32, Synergy_HSA=10.4. (2) Cell line: A498. Drug 2: CC1=CC=C(C=C1)C2=CC(=NN2C3=CC=C(C=C3)S(=O)(=O)N)C(F)(F)F. Drug 1: CN(CC1=CN=C2C(=N1)C(=NC(=N2)N)N)C3=CC=C(C=C3)C(=O)NC(CCC(=O)O)C(=O)O. Synergy scores: CSS=20.8, Synergy_ZIP=-8.87, Synergy_Bliss=-1.29, Synergy_Loewe=-17.4, Synergy_HSA=-1.77. (3) Drug 1: CCCCCOC(=O)NC1=NC(=O)N(C=C1F)C2C(C(C(O2)C)O)O. Drug 2: C1=NC(=NC(=O)N1C2C(C(C(O2)CO)O)O)N. Cell line: HS 578T. Synergy scores: CSS=1.37, Synergy_ZIP=1.00, Synergy_Bliss=4.76, Synergy_Loewe=-9.85, Synergy_HSA=1.01. (4) Drug 1: CC(C1=C(C=CC(=C1Cl)F)Cl)OC2=C(N=CC(=C2)C3=CN(N=C3)C4CCNCC4)N. Drug 2: CC1OCC2C(O1)C(C(C(O2)OC3C4COC(=O)C4C(C5=CC6=C(C=C35)OCO6)C7=CC(=C(C(=C7)OC)O)OC)O)O. Cell line: ACHN. Synergy scores: CSS=56.0, Synergy_ZIP=-2.46, Synergy_Bliss=-0.0623, Synergy_Loewe=-2.21, Synergy_HSA=1.14.